From a dataset of Full USPTO retrosynthesis dataset with 1.9M reactions from patents (1976-2016). Predict the reactants needed to synthesize the given product. Given the product [O:19]1[C:23]2[CH:24]=[CH:25][C:26]([C:28]#[C:29][C@@H:30]3[C@H:34]4[O:35][CH2:36][C@@H:37]([OH:38])[C@H:33]4[O:32][CH2:31]3)=[CH:27][C:22]=2[O:21][CH2:20]1, predict the reactants needed to synthesize it. The reactants are: CCCC[N+](CCCC)(CCCC)CCCC.[F-].[O:19]1[C:23]2[CH:24]=[CH:25][C:26]([C:28]#[C:29][C@@H:30]3[C@H:34]4[O:35][CH2:36][C@@H:37]([O:38][Si](C(C)(C)C)(C)C)[C@H:33]4[O:32][CH2:31]3)=[CH:27][C:22]=2[O:21][CH2:20]1.